This data is from Reaction yield outcomes from USPTO patents with 853,638 reactions. The task is: Predict the reaction yield, written as a fraction of the theoretical maximum amount of product (1.0 means a 100% yield; for example, 0.34 means a 34% yield). (1) The reactants are [CH2:1]([O:3][C:4]([N:6]1[CH2:12][C:11]2[CH:13]=[CH:14][CH:15]=[CH:16][C:10]=2[N:9]=[C:8]([NH2:17])[CH2:7]1)=[O:5])[CH3:2].[N+]([C:21]1C=CC=CC=1CN(CC#N)C(=O)OCC)([O-])=O. No catalyst specified. The product is [NH2:17][C:8]1[CH2:7][N:6]([C:4]([O:3][CH2:1][CH3:2])=[O:5])[CH:12]([CH3:21])[C:11]2[CH:13]=[CH:14][CH:15]=[CH:16][C:10]=2[N:9]=1. The yield is 0.130. (2) The reactants are [NH2:1][C:2]1[N:10]=[C:9]([O:11][CH3:12])[CH:8]=[C:7]([O:13][CH3:14])[C:3]=1[C:4]([NH2:6])=[O:5].[OH:15][CH2:16][CH2:17][N:18]([CH2:27][CH2:28][OH:29])[C:19]1[CH:26]=[CH:25][C:22]([CH:23]=O)=[CH:21][CH:20]=1.OS([O-])=O.[Na+].CC1C=CC(S(O)(=O)=O)=CC=1. The catalyst is CN(C)C(=O)C. The product is [OH:15][CH2:16][CH2:17][N:18]([CH2:27][CH2:28][OH:29])[C:19]1[CH:26]=[CH:25][C:22]([C:23]2[NH:6][C:4](=[O:5])[C:3]3[C:7]([O:13][CH3:14])=[CH:8][C:9]([O:11][CH3:12])=[N:10][C:2]=3[N:1]=2)=[CH:21][CH:20]=1. The yield is 0.100.